This data is from Aqueous solubility values for 9,982 compounds from the AqSolDB database. The task is: Regression/Classification. Given a drug SMILES string, predict its absorption, distribution, metabolism, or excretion properties. Task type varies by dataset: regression for continuous measurements (e.g., permeability, clearance, half-life) or binary classification for categorical outcomes (e.g., BBB penetration, CYP inhibition). For this dataset (solubility_aqsoldb), we predict Y. The compound is C=C(C)C(=O)OCCO. The Y is -0.114 log mol/L.